This data is from Catalyst prediction with 721,799 reactions and 888 catalyst types from USPTO. The task is: Predict which catalyst facilitates the given reaction. Reactant: [C:1]1(C)C=CC(S(O)(=O)=O)=C[CH:2]=1.C(OC(=O)C(=N[NH:19][C:20]1[CH:25]=[C:24]([CH3:26])[C:23]([O:27][C:28]2[CH:33]=[CH:32][C:31]([OH:34])=[C:30]([CH:35]([CH3:37])[CH3:36])[CH:29]=2)=[C:22]([CH3:38])[CH:21]=1)C)C.[C:40]([O-:43])(O)=[O:41].[Na+].[C:45](OCC)(=O)[CH3:46]. Product: [CH2:45]([O:43][C:40]([C:1]1[NH:19][C:20]2[C:21]([CH:2]=1)=[C:22]([CH3:38])[C:23]([O:27][C:28]1[CH:33]=[CH:32][C:31]([OH:34])=[C:30]([CH:35]([CH3:37])[CH3:36])[CH:29]=1)=[C:24]([CH3:26])[CH:25]=2)=[O:41])[CH3:46]. The catalyst class is: 11.